This data is from NCI-60 drug combinations with 297,098 pairs across 59 cell lines. The task is: Regression. Given two drug SMILES strings and cell line genomic features, predict the synergy score measuring deviation from expected non-interaction effect. Drug 1: CC1OCC2C(O1)C(C(C(O2)OC3C4COC(=O)C4C(C5=CC6=C(C=C35)OCO6)C7=CC(=C(C(=C7)OC)O)OC)O)O. Drug 2: CC1=C(C(=CC=C1)Cl)NC(=O)C2=CN=C(S2)NC3=CC(=NC(=N3)C)N4CCN(CC4)CCO. Cell line: KM12. Synergy scores: CSS=17.9, Synergy_ZIP=-6.55, Synergy_Bliss=-6.98, Synergy_Loewe=-1.33, Synergy_HSA=-1.50.